Task: Predict the reaction yield, written as a fraction of the theoretical maximum amount of product (1.0 means a 100% yield; for example, 0.34 means a 34% yield).. Dataset: Reaction yield outcomes from USPTO patents with 853,638 reactions (1) The reactants are C([O:8][C:9]1[CH:14]=[CH:13][C:12]([N:15]2[CH:19]=[C:18]([C:20]([F:23])([F:22])[F:21])[CH:17]=[N:16]2)=[CH:11][C:10]=1[CH3:24])C1C=CC=CC=1.C(O)C.[H][H]. The catalyst is [OH-].[OH-].[Pd+2].C1COCC1. The product is [CH3:24][C:10]1[CH:11]=[C:12]([N:15]2[CH:19]=[C:18]([C:20]([F:23])([F:22])[F:21])[CH:17]=[N:16]2)[CH:13]=[CH:14][C:9]=1[OH:8]. The yield is 0.860. (2) The reactants are C[O:2][C:3]1[CH:12]=[C:11]2[C:6]([C:7]([NH:13][CH2:14][C:15]3[N:19]4[N:20]=[C:21]([C:24]5[CH:29]=[CH:28][CH:27]=[CH:26][CH:25]=5)[CH:22]=[CH:23][C:18]4=[N:17][N:16]=3)=[CH:8][CH:9]=[N:10]2)=[N:5][CH:4]=1.[OH-].[Na+]. The catalyst is Br.C(Cl)Cl.O. The product is [C:24]1([C:21]2[CH:22]=[CH:23][C:18]3[N:19]([C:15]([CH2:14][NH:13][C:7]4[CH:8]=[CH:9][N:10]=[C:11]5[C:6]=4[N:5]=[CH:4][C:3]([OH:2])=[CH:12]5)=[N:16][N:17]=3)[N:20]=2)[CH:25]=[CH:26][CH:27]=[CH:28][CH:29]=1. The yield is 0.796. (3) The reactants are Br[C:2]1[C:12]([CH3:13])=[CH:11][C:5]2[O:6][C:7]([F:10])([F:9])[O:8][C:4]=2[CH:3]=1.ClC1C=CC(C(F)(F)F)=CC=1OC1[CH:19]=[CH:20][C:21]([N+:24]([O-])=O)=[N:22][CH:23]=1.P([O-])([O-])([O-])=O.[K+].[K+].[K+].O1CCOC[CH2:44]1.C(#N)C.O. No catalyst specified. The product is [F:9][C:7]1([F:10])[O:8][C:4]2[CH:3]=[C:2]([CH3:44])[C:12]([C:13]3[CH:19]=[CH:20][C:21]([NH2:24])=[N:22][CH:23]=3)=[CH:11][C:5]=2[O:6]1. The yield is 0.900. (4) The reactants are [C:1]1([C:7]2[CH:15]=[C:14]3[C:10]([CH2:11][C:12](=[O:16])[NH:13]3)=[CH:9][CH:8]=2)[CH:6]=[CH:5][CH:4]=[CH:3][CH:2]=1.[CH2:17]([N:19]([CH2:35][CH3:36])[CH2:20][CH2:21][CH2:22][NH:23][C:24]([C:26]1[C:30]([CH3:31])=[C:29]([CH:32]=O)[NH:28][C:27]=1[CH3:34])=[O:25])[CH3:18]. No catalyst specified. The product is [CH2:35]([N:19]([CH2:17][CH3:18])[CH2:20][CH2:21][CH2:22][NH:23][C:24]([C:26]1[C:30]([CH3:31])=[C:29]([CH:32]=[C:11]2[C:10]3[C:14](=[CH:15][C:7]([C:1]4[CH:2]=[CH:3][CH:4]=[CH:5][CH:6]=4)=[CH:8][CH:9]=3)[NH:13][C:12]2=[O:16])[NH:28][C:27]=1[CH3:34])=[O:25])[CH3:36]. The yield is 0.570.